From a dataset of Forward reaction prediction with 1.9M reactions from USPTO patents (1976-2016). Predict the product of the given reaction. (1) Given the reactants [CH2:1]([C:3]1[CH:8]=[C:7](I)[C:6]([CH2:10][CH3:11])=[CH:5][C:4]=1I)[CH3:2].[CH3:13][Si:14]([C:17]#[CH:18])([CH3:16])[CH3:15].C(N([CH:25]([CH3:27])C)CC)(C)C.C1COCC1, predict the reaction product. The product is: [CH2:1]([C:3]1[CH:8]=[C:7]([C:18]#[C:17][Si:14]([CH3:16])([CH3:15])[CH3:13])[C:6]([CH2:10][CH3:11])=[CH:5][C:4]=1[C:27]#[C:25][Si:14]([CH3:16])([CH3:15])[CH3:13])[CH3:2]. (2) Given the reactants [Mg].II.Br[CH2:5][CH2:6]Br.Br[C:9]1[CH:14]=[CH:13][C:12]([C:15]2[CH:20]=[CH:19][CH:18]=[CH:17][CH:16]=2)=[CH:11][CH:10]=1.[P:21]([O-:28])(OCC)OCC.Cl, predict the reaction product. The product is: [C:9]1([C:6]2[CH:5]=[CH:17][CH:16]=[CH:15][CH:20]=2)[CH:14]=[CH:13][C:12]([PH:21](=[O:28])[C:9]2[CH:14]=[CH:13][C:12]([C:15]3[CH:20]=[CH:19][CH:18]=[CH:17][CH:16]=3)=[CH:11][CH:10]=2)=[CH:11][CH:10]=1.